Dataset: Retrosynthesis with 50K atom-mapped reactions and 10 reaction types from USPTO. Task: Predict the reactants needed to synthesize the given product. (1) Given the product CCN(CC)C(=O)c1cc(-c2ccnc(Nc3cccc(Cl)c3)n2)ccn1, predict the reactants needed to synthesize it. The reactants are: CCNCC.CCOC(=O)c1cc(-c2ccnc(Nc3cccc(Cl)c3)n2)ccn1. (2) Given the product OCC(F)(F)CC1CC1, predict the reactants needed to synthesize it. The reactants are: CCOC(=O)C(F)(F)CC1CC1. (3) Given the product O=C(Nc1ncc(C2CCC2)s1)Oc1ccccc1, predict the reactants needed to synthesize it. The reactants are: Nc1ncc(C2CCC2)s1.O=C(Cl)Oc1ccccc1. (4) Given the product O=C(O)c1cncc(OCCCOc2ncnc3scc(-c4ccc(F)cc4)c23)c1, predict the reactants needed to synthesize it. The reactants are: COC(=O)c1cncc(OCCCOc2ncnc3scc(-c4ccc(F)cc4)c23)c1. (5) Given the product C[C@@H]1COCCN1c1nc(-c2ccc(NC(=O)NC3CC3)cc2F)nc2c1CNC2, predict the reactants needed to synthesize it. The reactants are: C[C@@H]1COCCN1c1nc(-c2ccc(NC(=O)NC3CC3)cc2F)nc2c1CN(C(=O)OC(C)(C)C)C2. (6) Given the product CN(C)C(=O)C1CCN(c2ccc([N+](=O)[O-])cc2)CC1, predict the reactants needed to synthesize it. The reactants are: CNC.O=C(O)C1CCN(c2ccc([N+](=O)[O-])cc2)CC1. (7) Given the product Nc1ccccc1Sc1ccncc1, predict the reactants needed to synthesize it. The reactants are: O=[N+]([O-])c1ccccc1Sc1ccncc1.